This data is from NCI-60 drug combinations with 297,098 pairs across 59 cell lines. The task is: Regression. Given two drug SMILES strings and cell line genomic features, predict the synergy score measuring deviation from expected non-interaction effect. (1) Drug 1: CCC(=C(C1=CC=CC=C1)C2=CC=C(C=C2)OCCN(C)C)C3=CC=CC=C3.C(C(=O)O)C(CC(=O)O)(C(=O)O)O. Drug 2: CCC1(C2=C(COC1=O)C(=O)N3CC4=CC5=C(C=CC(=C5CN(C)C)O)N=C4C3=C2)O.Cl. Cell line: K-562. Synergy scores: CSS=42.2, Synergy_ZIP=2.66, Synergy_Bliss=0.842, Synergy_Loewe=-9.35, Synergy_HSA=1.76. (2) Drug 1: CCC1=CC2CC(C3=C(CN(C2)C1)C4=CC=CC=C4N3)(C5=C(C=C6C(=C5)C78CCN9C7C(C=CC9)(C(C(C8N6C)(C(=O)OC)O)OC(=O)C)CC)OC)C(=O)OC.C(C(C(=O)O)O)(C(=O)O)O. Drug 2: C(CCl)NC(=O)N(CCCl)N=O. Cell line: CCRF-CEM. Synergy scores: CSS=36.1, Synergy_ZIP=-0.868, Synergy_Bliss=-0.175, Synergy_Loewe=-10.3, Synergy_HSA=0.195. (3) Drug 1: CNC(=O)C1=CC=CC=C1SC2=CC3=C(C=C2)C(=NN3)C=CC4=CC=CC=N4. Drug 2: C1CCC(C(C1)N)N.C(=O)(C(=O)[O-])[O-].[Pt+4]. Cell line: SR. Synergy scores: CSS=92.9, Synergy_ZIP=7.72, Synergy_Bliss=6.74, Synergy_Loewe=4.84, Synergy_HSA=9.78. (4) Drug 1: C1=CC=C(C=C1)NC(=O)CCCCCCC(=O)NO. Drug 2: CC(C)(C#N)C1=CC(=CC(=C1)CN2C=NC=N2)C(C)(C)C#N. Cell line: CAKI-1. Synergy scores: CSS=-4.35, Synergy_ZIP=0.102, Synergy_Bliss=-2.92, Synergy_Loewe=-1.65, Synergy_HSA=-4.15. (5) Drug 1: CC1C(C(CC(O1)OC2CC(CC3=C2C(=C4C(=C3O)C(=O)C5=C(C4=O)C(=CC=C5)OC)O)(C(=O)C)O)N)O.Cl. Drug 2: C1CC(C1)(C(=O)O)C(=O)O.[NH2-].[NH2-].[Pt+2]. Cell line: KM12. Synergy scores: CSS=18.7, Synergy_ZIP=-8.08, Synergy_Bliss=-5.71, Synergy_Loewe=-11.5, Synergy_HSA=-2.69. (6) Drug 1: C1=NNC2=C1C(=O)NC=N2. Drug 2: COCCOC1=C(C=C2C(=C1)C(=NC=N2)NC3=CC=CC(=C3)C#C)OCCOC.Cl. Cell line: OVCAR3. Synergy scores: CSS=1.59, Synergy_ZIP=-3.61, Synergy_Bliss=0.434, Synergy_Loewe=-8.91, Synergy_HSA=-5.19. (7) Drug 1: CCC(=C(C1=CC=CC=C1)C2=CC=C(C=C2)OCCN(C)C)C3=CC=CC=C3.C(C(=O)O)C(CC(=O)O)(C(=O)O)O. Drug 2: CCCCCOC(=O)NC1=NC(=O)N(C=C1F)C2C(C(C(O2)C)O)O. Cell line: NCI-H522. Synergy scores: CSS=-0.973, Synergy_ZIP=0.134, Synergy_Bliss=1.41, Synergy_Loewe=-0.675, Synergy_HSA=-0.563.